Dataset: Forward reaction prediction with 1.9M reactions from USPTO patents (1976-2016). Task: Predict the product of the given reaction. (1) The product is: [Cl:1][C:2]1[CH:3]=[C:4]([C:18]#[N:19])[C:5]2[C:6]([CH3:28])=[N:7][N:8]([CH:11]3[CH2:16][CH2:15][CH2:14][CH2:13][O:12]3)[C:9]=2[CH:10]=1. Given the reactants [Cl:1][C:2]1[CH:3]=[C:4]([C:18]#[N:19])[C:5]2[C:6](I)=[N:7][N:8]([CH:11]3[CH2:16][CH2:15][CH2:14][CH2:13][O:12]3)[C:9]=2[CH:10]=1.[O-]P([O-])([O-])=O.[K+].[K+].[K+].[CH3:28]B1OB(C)OB(C)O1, predict the reaction product. (2) Given the reactants [CH2:1]([O:4][N:5]([C@H:18]1[CH2:23][NH:22][C@H:21]([C:24]([NH2:26])=[O:25])[C:20]([CH:27]2[CH2:29][CH2:28]2)=[CH:19]1)S(C1C=CC=CC=1[N+]([O-])=O)(=O)=O)[CH:2]=[CH2:3].C(ON[C@@H]1C(C)=C[C@@H](CO[Si](C(C)(C)C)(C)C)NC1)C=C, predict the reaction product. The product is: [CH2:1]([O:4][NH:5][CH:18]1[CH2:23][NH:22][C@@H:21]([C:24]([NH2:26])=[O:25])[C:20]([CH:27]2[CH2:28][CH2:29]2)=[CH:19]1)[CH:2]=[CH2:3]. (3) The product is: [C:18]([O:17][C:15]([N:11]1[CH2:12][CH2:13][CH2:14][C@H:8]([N:7]([CH2:6][C:5]2[CH:31]=[C:32]([C:34]([F:35])([F:37])[F:36])[CH:33]=[C:3]([C:2]([F:1])([F:38])[F:39])[CH:4]=2)[C:43](=[O:44])[CH2:42][C:41](=[O:45])[CH3:40])[C:9]2[CH:25]=[C:24]([CH3:26])[C:23]([C:27]([F:30])([F:28])[F:29])=[CH:22][C:10]1=2)=[O:16])([CH3:19])([CH3:21])[CH3:20]. Given the reactants [F:1][C:2]([F:39])([F:38])[C:3]1[CH:4]=[C:5]([CH:31]=[C:32]([C:34]([F:37])([F:36])[F:35])[CH:33]=1)[CH2:6][NH:7][C@H:8]1[CH2:14][CH2:13][CH2:12][N:11]([C:15]([O:17][C:18]([CH3:21])([CH3:20])[CH3:19])=[O:16])[C:10]2[CH:22]=[C:23]([C:27]([F:30])([F:29])[F:28])[C:24]([CH3:26])=[CH:25][C:9]1=2.[CH2:40]=[C:41]1[O:45][C:43](=[O:44])[CH2:42]1, predict the reaction product.